Dataset: NCI-60 drug combinations with 297,098 pairs across 59 cell lines. Task: Regression. Given two drug SMILES strings and cell line genomic features, predict the synergy score measuring deviation from expected non-interaction effect. (1) Drug 1: CC1=C(C(CCC1)(C)C)C=CC(=CC=CC(=CC(=O)O)C)C. Drug 2: C1CN(P(=O)(OC1)NCCCl)CCCl. Cell line: MDA-MB-231. Synergy scores: CSS=-0.550, Synergy_ZIP=0.560, Synergy_Bliss=0.849, Synergy_Loewe=-0.428, Synergy_HSA=-0.777. (2) Drug 1: CC1=CC2C(CCC3(C2CCC3(C(=O)C)OC(=O)C)C)C4(C1=CC(=O)CC4)C. Drug 2: C1=NC2=C(N=C(N=C2N1C3C(C(C(O3)CO)O)F)Cl)N. Cell line: CCRF-CEM. Synergy scores: CSS=53.1, Synergy_ZIP=0.645, Synergy_Bliss=0.0120, Synergy_Loewe=-28.9, Synergy_HSA=0.746. (3) Drug 1: C1=C(C(=O)NC(=O)N1)N(CCCl)CCCl. Drug 2: CC1CCC2CC(C(=CC=CC=CC(CC(C(=O)C(C(C(=CC(C(=O)CC(OC(=O)C3CCCCN3C(=O)C(=O)C1(O2)O)C(C)CC4CCC(C(C4)OC)OCCO)C)C)O)OC)C)C)C)OC. Cell line: K-562. Synergy scores: CSS=48.6, Synergy_ZIP=-4.67, Synergy_Bliss=-2.04, Synergy_Loewe=1.96, Synergy_HSA=3.58. (4) Drug 2: CC12CCC3C(C1CCC2O)C(CC4=C3C=CC(=C4)O)CCCCCCCCCS(=O)CCCC(C(F)(F)F)(F)F. Cell line: HOP-92. Drug 1: CC(CN1CC(=O)NC(=O)C1)N2CC(=O)NC(=O)C2. Synergy scores: CSS=14.3, Synergy_ZIP=-7.27, Synergy_Bliss=-8.51, Synergy_Loewe=-5.54, Synergy_HSA=-5.45. (5) Drug 1: C1C(C(OC1N2C=NC3=C(N=C(N=C32)Cl)N)CO)O. Cell line: A498. Synergy scores: CSS=31.0, Synergy_ZIP=-7.98, Synergy_Bliss=0.704, Synergy_Loewe=0.0651, Synergy_HSA=1.40. Drug 2: CC1=C(N=C(N=C1N)C(CC(=O)N)NCC(C(=O)N)N)C(=O)NC(C(C2=CN=CN2)OC3C(C(C(C(O3)CO)O)O)OC4C(C(C(C(O4)CO)O)OC(=O)N)O)C(=O)NC(C)C(C(C)C(=O)NC(C(C)O)C(=O)NCCC5=NC(=CS5)C6=NC(=CS6)C(=O)NCCC[S+](C)C)O. (6) Drug 1: CC12CCC3C(C1CCC2=O)CC(=C)C4=CC(=O)C=CC34C. Drug 2: CC=C1C(=O)NC(C(=O)OC2CC(=O)NC(C(=O)NC(CSSCCC=C2)C(=O)N1)C(C)C)C(C)C. Cell line: PC-3. Synergy scores: CSS=65.3, Synergy_ZIP=2.19, Synergy_Bliss=1.60, Synergy_Loewe=3.60, Synergy_HSA=4.94. (7) Drug 1: CCN(CC)CCNC(=O)C1=C(NC(=C1C)C=C2C3=C(C=CC(=C3)F)NC2=O)C. Drug 2: CC12CCC3C(C1CCC2OP(=O)(O)O)CCC4=C3C=CC(=C4)OC(=O)N(CCCl)CCCl.[Na+]. Cell line: TK-10. Synergy scores: CSS=5.68, Synergy_ZIP=-11.1, Synergy_Bliss=-19.7, Synergy_Loewe=-17.9, Synergy_HSA=-20.1.